This data is from Peptide-MHC class I binding affinity with 185,985 pairs from IEDB/IMGT. The task is: Regression. Given a peptide amino acid sequence and an MHC pseudo amino acid sequence, predict their binding affinity value. This is MHC class I binding data. (1) The peptide sequence is ESDKGSSQS. The MHC is HLA-A31:01 with pseudo-sequence HLA-A31:01. The binding affinity (normalized) is 0.0847. (2) The peptide sequence is MIDSDEWVY. The MHC is HLA-B39:01 with pseudo-sequence HLA-B39:01. The binding affinity (normalized) is 0.0847.